From a dataset of Peptide-MHC class II binding affinity with 134,281 pairs from IEDB. Regression. Given a peptide amino acid sequence and an MHC pseudo amino acid sequence, predict their binding affinity value. This is MHC class II binding data. (1) The peptide sequence is PDAEKIVAAVIEKKL. The MHC is DRB1_0405 with pseudo-sequence DRB1_0405. The binding affinity (normalized) is 0.412. (2) The peptide sequence is EDTNIYNSNEAFKVE. The MHC is DRB1_1602 with pseudo-sequence DRB1_1602. The binding affinity (normalized) is 0.271. (3) The peptide sequence is LALVGFLGGLITGIS. The MHC is DRB3_0202 with pseudo-sequence DRB3_0202. The binding affinity (normalized) is 0.0555. (4) The peptide sequence is MSGGNQGAQTGRDGV. The MHC is DRB1_0101 with pseudo-sequence DRB1_0101. The binding affinity (normalized) is 0.